From a dataset of Full USPTO retrosynthesis dataset with 1.9M reactions from patents (1976-2016). Predict the reactants needed to synthesize the given product. Given the product [CH2:1]([O:3][C:4]([C:6]1[S:7][C:8]([O:19][C:20]2[CH:25]=[CH:24][C:23]([C:28](=[O:30])[CH3:29])=[C:22]([O:26][CH3:27])[CH:21]=2)=[C:9]2[C:17]3[N:16]([CH3:18])[N:15]=[CH:14][C:13]=3[CH2:12][CH2:11][C:10]=12)=[O:5])[CH3:2], predict the reactants needed to synthesize it. The reactants are: [CH2:1]([O:3][C:4]([C:6]1[S:7][C:8]([O:19][C:20]2[CH:25]=[CH:24][CH:23]=[C:22]([O:26][CH3:27])[CH:21]=2)=[C:9]2[C:17]3[N:16]([CH3:18])[N:15]=[CH:14][C:13]=3[CH2:12][CH2:11][C:10]=12)=[O:5])[CH3:2].[C:28](Cl)(=[O:30])[CH3:29].[Sn](Cl)(Cl)(Cl)Cl.Cl.